This data is from Reaction yield outcomes from USPTO patents with 853,638 reactions. The task is: Predict the reaction yield, written as a fraction of the theoretical maximum amount of product (1.0 means a 100% yield; for example, 0.34 means a 34% yield). (1) The reactants are [NH2:1][C:2]1[N:6]2[C:7]([O:13][CH3:14])=[N:8][CH:9]=[C:10]([O:11][CH3:12])[C:5]2=[N:4][N:3]=1.C[O-].[Na+]. The catalyst is CO.O. The product is [NH2:1][C:2]1[N:6]=[C:5]2[N:4]([C:7]([O:13][CH3:14])=[N:8][CH:9]=[C:10]2[O:11][CH3:12])[N:3]=1. The yield is 0.928. (2) The reactants are [OH:1][CH2:2][C:3]1[CH:11]=[CH:10][C:6]([C:7]([OH:9])=O)=[CH:5][C:4]=1[C:12]([F:15])([F:14])[F:13].[NH2:16][C@H:17]1[C@H:22]2[C@@H:18]1[O:19][C:20]1[CH:26]=[CH:25][C:24]([O:27][C:28]3[CH:37]=[CH:36][N:35]=[C:34]4[C:29]=3[CH2:30][CH2:31][C:32](=[O:38])[NH:33]4)=[CH:23][C:21]=12.CN(C(ON1N=NC2C=CC=NC1=2)=[N+](C)C)C.F[P-](F)(F)(F)(F)F.CCN(C(C)C)C(C)C. The catalyst is CN(C=O)C.O. The product is [OH:1][CH2:2][C:3]1[CH:11]=[CH:10][C:6]([C:7]([NH:16][C@H:17]2[C@H:22]3[C@@H:18]2[O:19][C:20]2[CH:26]=[CH:25][C:24]([O:27][C:28]4[C:29]5[CH2:30][CH2:31][C:32](=[O:38])[NH:33][C:34]=5[N:35]=[CH:36][CH:37]=4)=[CH:23][C:21]=23)=[O:9])=[CH:5][C:4]=1[C:12]([F:15])([F:14])[F:13]. The yield is 0.181. (3) The reactants are OC1C=C([CH2:8][C:9]#[N:10])C=CC=1.[CH2:11]=[O:12].[OH2:13].[C:14]1([CH3:24])[CH:19]=[CH:18][C:17](S(O)(=O)=O)=[CH:16][CH:15]=1. The catalyst is C1(C)C=CC=CC=1. The product is [O:12]1[C:15]2[CH:16]=[C:17]([CH2:8][C:9]#[N:10])[CH:18]=[CH:19][C:14]=2[CH2:24][O:13][CH2:11]1. The yield is 0.0500. (4) The reactants are CO[CH:3](OC)[CH2:4][C:5]([CH3:11])=[C:6]([C:9]#[N:10])[C:7]#[N:8].C(C(C#N)=C(C)C=C[O:20]C)#N.S(=O)(=O)(O)O. No catalyst specified. The yield is 0.680. The product is [C:7]([C:6]1[C:9](=[O:20])[NH:10][CH:3]=[CH:4][C:5]=1[CH3:11])#[N:8]. (5) The reactants are [CH3:1][O:2][C:3]1[CH:4]=[C:5]([CH2:11][CH2:12][NH2:13])[CH:6]=[CH:7][C:8]=1[O:9][CH3:10].[C:14](OC)(=[O:17])[CH:15]=[CH2:16].CCN(CC)CC.O([C:35]([O:37][C:38]([CH3:41])([CH3:40])[CH3:39])=[O:36])[C:35]([O:37][C:38]([CH3:41])([CH3:40])[CH3:39])=[O:36].[H-].[H-].[H-].[H-].[Li+].[Al+3].[OH-].[Na+]. The catalyst is CO.C1COCC1.CCOCC.O. The product is [C:38]([O:37][C:35](=[O:36])[N:13]([CH2:16][CH2:15][CH2:14][OH:17])[CH2:12][CH2:11][C:5]1[CH:6]=[CH:7][C:8]([O:9][CH3:10])=[C:3]([O:2][CH3:1])[CH:4]=1)([CH3:39])([CH3:40])[CH3:41]. The yield is 0.790. (6) The reactants are [C:1]([O:5][C:6]([N:8]1[CH2:12][CH2:11][CH2:10][C@H:9]1[C:13]([NH:15][C:16]1[CH:17]=[C:18]([CH:32]2[N:36]([C:37]3[CH:42]=[CH:41][C:40]([C:43]([CH3:46])([CH3:45])[CH3:44])=[CH:39][CH:38]=3)[CH:35]([C:47]3[CH:52]=[CH:51][C:50]([NH:53][C:54]([C@@H:56]4[CH2:60][CH2:59][CH2:58][N:57]4[C:61]([O:63][C:64]([CH3:67])([CH3:66])[CH3:65])=[O:62])=[O:55])=[CH:49][CH:48]=3)[CH2:34][CH2:33]2)[CH:19]=[CH:20][C:21]=1[NH:22]CC1C=CC(OC)=CC=1)=[O:14])=[O:7])([CH3:4])([CH3:3])[CH3:2].ClC1C(=O)C(C#N)=C(C#N)C(=O)C=1Cl. The catalyst is C(Cl)Cl.O. The product is [NH2:22][C:21]1[CH:20]=[CH:19][C:18]([CH:32]2[N:36]([C:37]3[CH:38]=[CH:39][C:40]([C:43]([CH3:45])([CH3:44])[CH3:46])=[CH:41][CH:42]=3)[CH:35]([C:47]3[CH:48]=[CH:49][C:50]([NH:53][C:54]([C@@H:56]4[CH2:60][CH2:59][CH2:58][N:57]4[C:61]([O:63][C:64]([CH3:67])([CH3:66])[CH3:65])=[O:62])=[O:55])=[CH:51][CH:52]=3)[CH2:34][CH2:33]2)=[CH:17][C:16]=1[NH:15][C:13]([C@@H:9]1[CH2:10][CH2:11][CH2:12][N:8]1[C:6]([O:5][C:1]([CH3:4])([CH3:3])[CH3:2])=[O:7])=[O:14]. The yield is 0.570. (7) The reactants are [CH3:1][O:2][C:3]1[CH:16]=[C:15]([O:17][CH3:18])[CH:14]=[CH:13][C:4]=1[CH2:5][NH:6][C:7]1[N:12]=[CH:11][CH:10]=[CH:9][N:8]=1.C[Si]([N-][Si](C)(C)C)(C)C.[Li+].[F:29][C:30]1[CH:31]=[C:32]([S:37](Cl)(=[O:39])=[O:38])[CH:33]=[CH:34][C:35]=1[F:36].[Cl-].[NH4+]. The catalyst is O1CCCC1.C(OCC)(=O)C. The product is [CH3:1][O:2][C:3]1[CH:16]=[C:15]([O:17][CH3:18])[CH:14]=[CH:13][C:4]=1[CH2:5][N:6]([C:7]1[N:8]=[CH:9][CH:10]=[CH:11][N:12]=1)[S:37]([C:32]1[CH:33]=[CH:34][C:35]([F:36])=[C:30]([F:29])[CH:31]=1)(=[O:39])=[O:38]. The yield is 0.730.